Dataset: Full USPTO retrosynthesis dataset with 1.9M reactions from patents (1976-2016). Task: Predict the reactants needed to synthesize the given product. Given the product [F:1][C:2]1[C:22]([F:23])=[CH:21][CH:20]=[CH:19][C:3]=1[CH2:4][N:5]1[C:9]2=[N:10][C:11]([CH3:15])=[C:12]([F:14])[CH:13]=[C:8]2[C:7]([C:16](=[NH:17])[NH:18][NH2:26])=[N:6]1, predict the reactants needed to synthesize it. The reactants are: [F:1][C:2]1[C:22]([F:23])=[CH:21][CH:20]=[CH:19][C:3]=1[CH2:4][N:5]1[C:9]2=[N:10][C:11]([CH3:15])=[C:12]([F:14])[CH:13]=[C:8]2[C:7]([C:16](=[NH:18])[NH2:17])=[N:6]1.C([N:26](CC)CC)C.O.NN.[Cl-].[Na+].